The task is: Predict the reactants needed to synthesize the given product.. This data is from Full USPTO retrosynthesis dataset with 1.9M reactions from patents (1976-2016). (1) Given the product [Si:24]([O:23][CH2:22][CH2:21][CH2:20][N:6]1[C:5]2[CH:7]=[CH:8][C:9]([CH:11]=[O:12])=[CH:10][C:4]=2[O:3][C:2]1=[O:1])([C:27]([CH3:28])([CH3:29])[CH3:30])([CH3:26])[CH3:25], predict the reactants needed to synthesize it. The reactants are: [O:1]=[C:2]1[NH:6][C:5]2[CH:7]=[CH:8][C:9]([CH:11]=[O:12])=[CH:10][C:4]=2[O:3]1.C(=O)([O-])[O-].[K+].[K+].Br[CH2:20][CH2:21][CH2:22][O:23][Si:24]([C:27]([CH3:30])([CH3:29])[CH3:28])([CH3:26])[CH3:25].CCOCC. (2) Given the product [Cl:1][C:2]1[CH:7]=[CH:6][C:5]([C@H:8]2[CH2:13][CH2:12][N:11]([C:41]([O:43][C:44]([CH3:45])([CH3:46])[CH3:47])=[O:42])[CH2:10][C@H:9]2[C:15]([O:17][CH3:18])=[O:16])=[CH:4][CH:3]=1, predict the reactants needed to synthesize it. The reactants are: [Cl:1][C:2]1[CH:7]=[CH:6][C:5]([C@H:8]2[CH2:13][CH2:12][N:11](C)[CH2:10][C@H:9]2[C:15]([O:17][CH3:18])=[O:16])=[CH:4][CH:3]=1.ClC(OC(Cl)C)=O.C(N(CC)CC)C.[C:41](O[C:41]([O:43][C:44]([CH3:47])([CH3:46])[CH3:45])=[O:42])([O:43][C:44]([CH3:47])([CH3:46])[CH3:45])=[O:42]. (3) The reactants are: [C:1]([C@@:4]1([OH:28])[CH2:21][C@H:20]([OH:22])[C:19]2[C:18]([OH:23])=[C:17]3[C:8]([C:9](=[O:26])[C:10]4[CH:11]=[CH:12][CH:13]=[C:14]([NH2:25])[C:15]=4[C:16]3=[O:24])=[C:7]([OH:27])[C:6]=2[CH2:5]1)(=[O:3])[CH3:2].[F:29][C:30]([F:41])([F:40])[C:31](O[C:31](=[O:32])[C:30]([F:41])([F:40])[F:29])=[O:32]. Given the product [C:1]([C@@:4]1([OH:28])[CH2:21][C@H:20]([OH:22])[C:19]2[C:18]([OH:23])=[C:17]3[C:8]([C:9](=[O:26])[C:10]4[CH:11]=[CH:12][CH:13]=[C:14]([NH:25][C:31](=[O:32])[C:30]([F:41])([F:40])[F:29])[C:15]=4[C:16]3=[O:24])=[C:7]([OH:27])[C:6]=2[CH2:5]1)(=[O:3])[CH3:2], predict the reactants needed to synthesize it.